Predict the reactants needed to synthesize the given product. From a dataset of Full USPTO retrosynthesis dataset with 1.9M reactions from patents (1976-2016). (1) Given the product [CH3:19][C:18]1[C:9]([N:2]2[CH2:3][CH:4]3[CH:5]([CH2:6][N:7]([C:27]([C:26]4[CH:30]=[CH:31][CH:32]=[CH:33][C:25]=4[C:22]4[NH:23][CH:24]=[N:20][N:21]=4)=[O:28])[CH2:8]3)[CH2:1]2)=[N:10][C:11]2[C:16](=[CH:15][CH:14]=[CH:13][CH:12]=2)[N:17]=1, predict the reactants needed to synthesize it. The reactants are: [CH2:1]1[CH:5]2[CH2:6][NH:7][CH2:8][CH:4]2[CH2:3][N:2]1[C:9]1[C:18]([CH3:19])=[N:17][C:16]2[C:11](=[CH:12][CH:13]=[CH:14][CH:15]=2)[N:10]=1.[N:20]1[N:21]=[C:22]([C:25]2[CH:33]=[CH:32][CH:31]=[CH:30][C:26]=2[C:27](O)=[O:28])[NH:23][CH:24]=1. (2) Given the product [NH2:18][C:7]1[CH:8]=[C:9]([CH:13]=[CH:14][N:15]=1)[C:10]([O:12][CH2:2][CH3:3])=[O:11], predict the reactants needed to synthesize it. The reactants are: C([O-])(=O)[CH2:2][CH3:3].Cl[C:7]1[CH:8]=[C:9]([CH:13]=[CH:14][N:15]=1)[C:10]([OH:12])=[O:11].Cl.[OH-].[NH4+:18]. (3) Given the product [Cl:8][C:9]1[C:14](=[O:15])[NH:13][C:12](/[C:17](/[C:25]2[CH:26]=[CH:27][C:28]([CH2:31][OH:32])=[CH:29][CH:30]=2)=[CH:18]/[C@H:19]2[CH2:20][CH2:21][C:22](=[O:24])[NH:23]2)=[CH:11][CH:10]=1, predict the reactants needed to synthesize it. The reactants are: Cl[Si](C)(C)C.[I-].[K+].[Cl:8][C:9]1[CH:10]=[CH:11][C:12](/[C:17](/[C:25]2[CH:30]=[CH:29][C:28]([CH2:31][OH:32])=[CH:27][CH:26]=2)=[CH:18]/[C@@H:19]2[NH:23][C:22](=[O:24])[CH2:21][CH2:20]2)=[N:13][C:14]=1[O:15]C.O. (4) Given the product [F:12][C:13]1[CH:18]=[CH:17][C:16]([F:19])=[CH:15][C:14]=1[C@H:20]1[C@H:25]([N+:26]([O-:28])=[O:27])[CH2:24][C:23](=[CH2:29])[CH2:22][O:21]1, predict the reactants needed to synthesize it. The reactants are: C1CCN2C(=NCCC2)CC1.[F:12][C:13]1[CH:18]=[CH:17][C:16]([F:19])=[CH:15][C:14]=1[CH:20]1[CH:25]([N+:26]([O-:28])=[O:27])[CH2:24][C:23](=[CH2:29])[CH2:22][O:21]1.CC(O)C. (5) Given the product [CH2:19]([C:12]1([CH2:15][CH2:16][CH2:17][CH3:18])[C:13]2[CH:14]=[C:2]([C:37]3[S:38][C:34]([CH:32]=[O:33])=[CH:35][CH:36]=3)[CH:3]=[CH:4][C:5]=2[C:6]2[C:11]1=[CH:10][C:9]([N:23]([CH2:28][CH2:29][CH2:30][CH3:31])[CH2:24][CH2:25][CH2:26][CH3:27])=[CH:8][CH:7]=2)[CH2:20][CH2:21][CH3:22], predict the reactants needed to synthesize it. The reactants are: Br[C:2]1[CH:14]=[C:13]2[C:5]([C:6]3[CH:7]=[CH:8][C:9]([N:23]([CH2:28][CH2:29][CH2:30][CH3:31])[CH2:24][CH2:25][CH2:26][CH3:27])=[CH:10][C:11]=3[C:12]2([CH2:19][CH2:20][CH2:21][CH3:22])[CH2:15][CH2:16][CH2:17][CH3:18])=[CH:4][CH:3]=1.[CH:32]([C:34]1[S:38][C:37](B(O)O)=[CH:36][CH:35]=1)=[O:33].C(=O)([O-])[O-].[K+].[K+].C1(C)C=CC=CC=1.